Task: Predict the reactants needed to synthesize the given product.. Dataset: Full USPTO retrosynthesis dataset with 1.9M reactions from patents (1976-2016) (1) Given the product [C:1]([O:5][C:6]([N:8]1[CH2:12][CH2:11][CH2:10][CH:9]1[C:13]1[N:14]([CH2:28][O:27][CH2:26][CH2:25][Si:22]([CH3:24])([CH3:23])[CH3:21])[C:15]([Br:18])=[CH:16][N:17]=1)=[O:7])([CH3:4])([CH3:2])[CH3:3], predict the reactants needed to synthesize it. The reactants are: [C:1]([O:5][C:6]([N:8]1[CH2:12][CH2:11][CH2:10][CH:9]1[C:13]1[NH:14][C:15]([Br:18])=[CH:16][N:17]=1)=[O:7])([CH3:4])([CH3:3])[CH3:2].[H-].[Na+].[CH3:21][Si:22]([CH2:25][CH2:26][O:27][CH2:28]Cl)([CH3:24])[CH3:23]. (2) Given the product [F:24][C:20]1[CH:21]=[CH:22][CH:23]=[C:2]([F:1])[C:3]=1[CH2:4][O:5][C:6]1[C:7]2[N:8]([C:13]([C:17]([NH:73][C@@H:71]3[CH2:70][N:67]4[CH2:68][CH2:69][N:64]([CH3:63])[CH2:65][C@@H:66]4[CH2:72]3)=[O:19])=[C:14]([CH3:16])[N:15]=2)[CH:9]=[C:10]([CH3:12])[CH:11]=1, predict the reactants needed to synthesize it. The reactants are: [F:1][C:2]1[CH:23]=[CH:22][CH:21]=[C:20]([F:24])[C:3]=1[CH2:4][O:5][C:6]1[C:7]2[N:8]([C:13]([C:17]([OH:19])=O)=[C:14]([CH3:16])[N:15]=2)[CH:9]=[C:10]([CH3:12])[CH:11]=1.CN(C(ON1N=NC2C=CC=NC1=2)=[N+](C)C)C.F[P-](F)(F)(F)(F)F.C(N(CC)C(C)C)(C)C.O.O.Cl.Cl.Cl.[CH3:63][N:64]1[CH2:69][CH2:68][N:67]2[CH2:70][C@@H:71]([NH2:73])[CH2:72][C@H:66]2[CH2:65]1.C(O)(C(F)(F)F)=O. (3) The reactants are: [C:1]([O:5][C:6]12[CH2:15][CH:10]3[CH2:11][CH:12]([CH2:14][C:8]([OH:16])([CH2:9]3)[CH2:7]1)[CH2:13]2)(=[O:4])[CH:2]=[CH2:3].C(N(CC)CC)C.[CH3:24][S:25](Cl)(=[O:27])=[O:26].S([O-])([O-])(=O)=O.[Mg+2]. Given the product [C:1]([O:5][C:6]12[CH2:15][CH:10]3[CH2:11][CH:12]([CH2:14][C:8]([O:16][S:25]([CH3:24])(=[O:27])=[O:26])([CH2:9]3)[CH2:7]1)[CH2:13]2)(=[O:4])[CH:2]=[CH2:3], predict the reactants needed to synthesize it. (4) Given the product [C:1]([C:5]1[CH:10]=[CH:9][C:8]([S:11]([NH:14][C:15]2[CH:20]=[CH:19][C:18]([Cl:21])=[CH:17][C:16]=2[N:22]2[C:30]3[CH2:29][CH2:28][CH2:27][N:26]([CH3:31])[C:25]=3[N:24]=[N:23]2)(=[O:12])=[O:13])=[CH:7][CH:6]=1)([CH3:4])([CH3:2])[CH3:3], predict the reactants needed to synthesize it. The reactants are: [C:1]([C:5]1[CH:10]=[CH:9][C:8]([S:11]([NH:14][C:15]2[CH:20]=[CH:19][C:18]([Cl:21])=[CH:17][C:16]=2[N:22]2[C:30]3[CH2:29][CH2:28][CH2:27][NH:26][C:25]=3[N:24]=[N:23]2)(=[O:13])=[O:12])=[CH:7][CH:6]=1)([CH3:4])([CH3:3])[CH3:2].[CH:31](O)=O. (5) Given the product [Cl:49][C:46]1[CH:47]=[CH:48][C:43]([CH:39]([C:40]([N:25]2[CH2:24][CH2:23][N:22]([C:20]3[C:21]4[C@H:13]([CH3:12])[CH2:14][C:15]([OH:28])([CH3:29])[C:16]=4[N:17]=[CH:18][N:19]=3)[CH2:27][CH2:26]2)=[O:41])[CH2:38][N:37]([CH:50]([CH3:51])[CH3:52])[C:35](=[O:36])[O:34][C:30]([CH3:32])([CH3:31])[CH3:33])=[CH:44][CH:45]=1, predict the reactants needed to synthesize it. The reactants are: CCN(C(C)C)C(C)C.Cl.Cl.[CH3:12][C@H:13]1[C:21]2[C:20]([N:22]3[CH2:27][CH2:26][NH:25][CH2:24][CH2:23]3)=[N:19][CH:18]=[N:17][C:16]=2[C:15]([CH3:29])([OH:28])[CH2:14]1.[C:30]([O:34][C:35]([N:37]([CH:50]([CH3:52])[CH3:51])[CH2:38][CH:39]([C:43]1[CH:48]=[CH:47][C:46]([Cl:49])=[CH:45][CH:44]=1)[C:40](O)=[O:41])=[O:36])([CH3:33])([CH3:32])[CH3:31].